Dataset: Reaction yield outcomes from USPTO patents with 853,638 reactions. Task: Predict the reaction yield, written as a fraction of the theoretical maximum amount of product (1.0 means a 100% yield; for example, 0.34 means a 34% yield). (1) The catalyst is O.S(=O)(=O)(O)O.CCOCC.CS(C)=O. The reactants are N([O-])=O.[Na+].N[C:6]1[CH:11]=[CH:10][C:9]([N+:12]([O-:14])=[O:13])=[CH:8][C:7]=1[OH:15].[I-:16].[Na+].S(=O)(O)[O-].[Na+]. The yield is 0.750. The product is [I:16][C:6]1[CH:11]=[CH:10][C:9]([N+:12]([O-:14])=[O:13])=[CH:8][C:7]=1[OH:15]. (2) The reactants are CS(O[CH2:6][C:7]1[C:12]([Cl:13])=[CH:11][CH:10]=[C:9]([NH:14][C:15](=[O:17])[CH3:16])[C:8]=1[F:18])(=O)=O.[C-:19]#[N:20].[Na+].O. The catalyst is CS(C)=O. The product is [Cl:13][C:12]1[CH:11]=[CH:10][C:9]([NH:14][C:15](=[O:17])[CH3:16])=[C:8]([F:18])[C:7]=1[CH2:6][C:19]#[N:20]. The yield is 0.780. (3) The reactants are [CH3:1][C:2]1[C:3]([C:17]([O:19]C)=[O:18])=[CH:4][C:5]2[N:6]([N:8]=[C:9]([C:11]3[CH:16]=[CH:15][CH:14]=[CH:13][CH:12]=3)[N:10]=2)[CH:7]=1.O.[OH-].[Li+].Cl. The catalyst is O1CCCC1.O.C(OCC)(=O)C. The product is [CH3:1][C:2]1[C:3]([C:17]([OH:19])=[O:18])=[CH:4][C:5]2[N:6]([N:8]=[C:9]([C:11]3[CH:16]=[CH:15][CH:14]=[CH:13][CH:12]=3)[N:10]=2)[CH:7]=1. The yield is 1.29. (4) The reactants are [OH-:1].[Na+].[BH4-].[Na+].[CH3:5][CH2:6][C:7]([C:9]1[CH:14]=[CH:13][C:12](O)=[CH:11][C:10]=1[OH:16])=O.[H][H].Cl. The catalyst is O. The product is [CH2:7]([C:9]1[C:14]([OH:1])=[CH:13][CH:12]=[CH:11][C:10]=1[OH:16])[CH2:6][CH3:5]. The yield is 0.650. (5) The reactants are [CH3:1][N:2]1[CH2:6][CH2:5][CH2:4][C@H:3]1[C:7]1[N:11]2[CH:12]=[C:13]([O:16][C@H:17]3[C:26]4[C:21](=[CH:22][CH:23]=[CH:24][CH:25]=4)[C@@H:20]([NH2:27])[CH2:19][CH2:18]3)[CH:14]=[CH:15][C:10]2=[N:9][N:8]=1.ClC(Cl)(Cl)C[O:31][C:32](=O)[NH:33][C:34]1[N:35]([C:43]2[CH:48]=[CH:47][C:46]([Cl:49])=[C:45]([O:50][Si](C(C)C)(C(C)C)C(C)C)[CH:44]=2)[N:36]=[C:37]([C:39]([CH3:42])([CH3:41])[CH3:40])[CH:38]=1. No catalyst specified. The product is [C:39]([C:37]1[CH:38]=[C:34]([NH:33][C:32]([NH:27][C@@H:20]2[C:21]3[C:26](=[CH:25][CH:24]=[CH:23][CH:22]=3)[C@H:17]([O:16][C:13]3[CH:14]=[CH:15][C:10]4[N:11]([C:7]([C@@H:3]5[CH2:4][CH2:5][CH2:6][N:2]5[CH3:1])=[N:8][N:9]=4)[CH:12]=3)[CH2:18][CH2:19]2)=[O:31])[N:35]([C:43]2[CH:48]=[CH:47][C:46]([Cl:49])=[C:45]([OH:50])[CH:44]=2)[N:36]=1)([CH3:42])([CH3:40])[CH3:41]. The yield is 0.760.